This data is from Reaction yield outcomes from USPTO patents with 853,638 reactions. The task is: Predict the reaction yield, written as a fraction of the theoretical maximum amount of product (1.0 means a 100% yield; for example, 0.34 means a 34% yield). (1) The reactants are COC1C=CC(C[N:8]([C:34]2[S:35][CH:36]=[CH:37][N:38]=2)[S:9]([C:12]2[CH:13]=[CH:14][C:15]3[N:20]([C:21]([O:23][C:24]4[CH:29]=[CH:28][C:27]([N+:30]([O-:32])=[O:31])=[CH:26][CH:25]=4)=[O:22])[CH2:19][CH2:18][O:17][C:16]=3[CH:33]=2)(=[O:11])=[O:10])=CC=1.FC(F)(F)C(O)=O. The catalyst is C(Cl)Cl. The product is [S:35]1[CH:36]=[CH:37][N:38]=[C:34]1[NH:8][S:9]([C:12]1[CH:13]=[CH:14][C:15]2[N:20]([C:21]([O:23][C:24]3[CH:25]=[CH:26][C:27]([N+:30]([O-:32])=[O:31])=[CH:28][CH:29]=3)=[O:22])[CH2:19][CH2:18][O:17][C:16]=2[CH:33]=1)(=[O:11])=[O:10]. The yield is 0.910. (2) The reactants are Cl.[C:2]([C:6]1[CH:11]=[CH:10][C:9]([CH:12]2[C:16]3[C:17]([CH3:24])=[C:18]([NH2:23])[C:19]([CH3:22])=[C:20]([CH3:21])[C:15]=3[O:14][C:13]2([CH3:26])[CH3:25])=[CH:8][CH:7]=1)([CH3:5])([CH3:4])[CH3:3].[C:27]([CH2:31][C:32](Cl)=[O:33])([CH3:30])([CH3:29])[CH3:28].C(N(CC)CC)C.O. The catalyst is ClCCl. The product is [C:2]([C:6]1[CH:11]=[CH:10][C:9]([CH:12]2[C:16]3[C:17]([CH3:24])=[C:18]([NH:23][C:32](=[O:33])[CH2:31][C:27]([CH3:30])([CH3:29])[CH3:28])[C:19]([CH3:22])=[C:20]([CH3:21])[C:15]=3[O:14][C:13]2([CH3:26])[CH3:25])=[CH:8][CH:7]=1)([CH3:5])([CH3:4])[CH3:3]. The yield is 0.410. (3) The reactants are [Br:1][C:2]1[CH:3]=[C:4]2[C:8](=[CH:9][CH:10]=1)[C@@H:7]([NH2:11])[CH2:6][CH2:5]2.C(N(C(C)C)CC)(C)C.[Cl:21][C:22]1[C:27]([N:28]=[C:29](Cl)[CH2:30][CH3:31])=[C:26]([CH3:33])[CH:25]=[C:24]([C:34](=[O:38])[CH:35]([CH3:37])[CH3:36])[N:23]=1. The catalyst is C(Cl)Cl. The product is [Br:1][C:2]1[CH:3]=[C:4]2[C:8](=[CH:9][CH:10]=1)[C@@H:7]([NH:11][C:29](=[N:28][C:27]1[C:22]([Cl:21])=[N:23][C:24]([C:34](=[O:38])[CH:35]([CH3:36])[CH3:37])=[CH:25][C:26]=1[CH3:33])[CH2:30][CH3:31])[CH2:6][CH2:5]2. The yield is 0.870. (4) The reactants are [CH:1]1[C:13]2[N:12]([C:14]3[CH:21]=[CH:20][C:17]([CH:18]=O)=[CH:16][CH:15]=3)[C:11]3[C:6](=[CH:7][CH:8]=[CH:9][CH:10]=3)[C:5]=2[CH:4]=[CH:3][CH:2]=1.[CH3:22]C(C)([O-])C.[K+]. The yield is 0.440. The catalyst is O1CCCC1.[Br-].C[P+](C1C=CC=CC=1)(C1C=CC=CC=1)C1C=CC=CC=1. The product is [CH:18]([C:17]1[CH:16]=[CH:15][C:14]([N:12]2[C:13]3[CH:1]=[CH:2][CH:3]=[CH:4][C:5]=3[C:6]3[C:11]2=[CH:10][CH:9]=[CH:8][CH:7]=3)=[CH:21][CH:20]=1)=[CH2:22]. (5) The reactants are [F:1][C:2]1[C:15]([F:16])=[CH:14][CH:13]=[CH:12][C:3]=1[O:4][C:5]1[CH:11]=[CH:10][C:8](N)=[CH:7][CH:6]=1.Cl.N([O-])=O.[Na+].NC(N)=O.[Na+].[I-:27]. The catalyst is O. The product is [F:16][C:15]1[CH:14]=[CH:13][CH:12]=[C:3]([O:4][C:5]2[CH:11]=[CH:10][C:8]([I:27])=[CH:7][CH:6]=2)[C:2]=1[F:1]. The yield is 0.790. (6) The reactants are [F:1][C:2]1[C:14]2[C:13](O)([C:15]3[C:20]([F:21])=[C:19]([F:22])[C:18]([F:23])=[C:17]([F:24])[C:16]=3[F:25])[C:12]3[C:7](=[C:8]([F:30])[C:9]([F:29])=[C:10]([F:28])[C:11]=3[F:27])[C:6]=2[C:5]([F:31])=[C:4]([F:32])[C:3]=1[F:33].P(Br)(Br)Br. No catalyst specified. The product is [F:1][C:2]1[C:14]2[CH:13]([C:15]3[C:16]([F:25])=[C:17]([F:24])[C:18]([F:23])=[C:19]([F:22])[C:20]=3[F:21])[C:12]3[C:7](=[C:8]([F:30])[C:9]([F:29])=[C:10]([F:28])[C:11]=3[F:27])[C:6]=2[C:5]([F:31])=[C:4]([F:32])[C:3]=1[F:33]. The yield is 0.840. (7) The reactants are Br[CH2:2][C:3]1[N:8]=[C:7]2[N:9]=[C:10]([C:12]3[CH:17]=[CH:16][CH:15]=[C:14]([N+:18]([O-:20])=[O:19])[CH:13]=3)[O:11][C:6]2=[CH:5][CH:4]=1.CCN(CC)CC.[C:28]([N:35]1[CH2:40][CH2:39][NH:38][CH2:37][CH2:36]1)([O:30][C:31]([CH3:34])([CH3:33])[CH3:32])=[O:29]. The catalyst is CC#N. The product is [C:31]([O:30][C:28]([N:35]1[CH2:40][CH2:39][N:38]([CH2:2][C:3]2[N:8]=[C:7]3[N:9]=[C:10]([C:12]4[CH:17]=[CH:16][CH:15]=[C:14]([N+:18]([O-:20])=[O:19])[CH:13]=4)[O:11][C:6]3=[CH:5][CH:4]=2)[CH2:37][CH2:36]1)=[O:29])([CH3:34])([CH3:32])[CH3:33]. The yield is 1.00. (8) The reactants are [Br:1][C:2]1[CH:11]=[C:10]2[C:5]([C:6](Cl)=[C:7]([CH:16]=O)[C:8](=[O:15])[N:9]2[CH:12]([CH3:14])[CH3:13])=[CH:4][CH:3]=1.O.[NH2:20][NH2:21].O. The catalyst is CN(C=O)C. The product is [Br:1][C:2]1[CH:3]=[CH:4][C:5]2[C:6]3[NH:21][N:20]=[CH:16][C:7]=3[C:8](=[O:15])[N:9]([CH:12]([CH3:14])[CH3:13])[C:10]=2[CH:11]=1. The yield is 0.730. (9) The reactants are [F:1][C:2]1[CH:7]=[CH:6][C:5]([CH:8]2[CH2:13][N:12]([CH2:14][CH2:15][CH3:16])[C:11](=O)[CH2:10][O:9]2)=[CH:4][C:3]=1[O:18][CH3:19]. The catalyst is Cl. The product is [F:1][C:2]1[CH:7]=[CH:6][C:5]([CH:8]2[O:9][CH2:10][CH2:11][N:12]([CH2:14][CH2:15][CH3:16])[CH2:13]2)=[CH:4][C:3]=1[O:18][CH3:19]. The yield is 0.920. (10) The reactants are C1(O)C=CC=CC=1.[CH2:8]([C:15]1[O:16][C:17]2[CH:30]=[CH:29][CH:28]=[CH:27][C:18]=2[C:19]=1[C:20]1[CH:25]=[CH:24][C:23]([OH:26])=[CH:22][CH:21]=1)[C:9]1[CH:14]=[CH:13][CH:12]=[CH:11][CH:10]=1.C(N(CC)CC)C.C1C=CC(N([S:45]([C:48]([F:51])([F:50])[F:49])(=[O:47])=[O:46])[S:45]([C:48]([F:51])([F:50])[F:49])(=[O:47])=[O:46])=CC=1. The catalyst is C(Cl)Cl.O. The product is [CH2:8]([C:15]1[O:16][C:17]2[CH:30]=[CH:29][CH:28]=[CH:27][C:18]=2[C:19]=1[C:20]1[CH:25]=[CH:24][C:23]([O:26][S:45]([C:48]([F:51])([F:50])[F:49])(=[O:47])=[O:46])=[CH:22][CH:21]=1)[C:9]1[CH:10]=[CH:11][CH:12]=[CH:13][CH:14]=1. The yield is 0.900.